From a dataset of Catalyst prediction with 721,799 reactions and 888 catalyst types from USPTO. Predict which catalyst facilitates the given reaction. (1) Reactant: [C:1]([O:5][C:6]([NH:8][C@@H:9]([CH2:13][NH:14][C:15]1[CH:20]=[CH:19][CH:18]=[CH:17][C:16]=1[NH2:21])[C:10]([OH:12])=O)=[O:7])([CH3:4])([CH3:3])[CH3:2].C(OC(N[CH:30](CNC1C=CC=CC=1[N+]([O-])=O)[C:31]([OH:33])=[O:32])=O)(C)(C)C.[CH3:45]O. Product: [CH3:45][O:33][C:31](=[O:32])[CH2:30][N:21]1[C:10](=[O:12])[CH:9]([NH:8][C:6]([O:5][C:1]([CH3:2])([CH3:3])[CH3:4])=[O:7])[CH2:13][NH:14][C:15]2[CH:20]=[CH:19][CH:18]=[CH:17][C:16]1=2. The catalyst class is: 45. (2) Reactant: [C:1]([O:5][C:6]([NH:8]/[N:9]=[C:10](\[C:17]#[C:18][Si](C)(C)C)/[CH2:11][CH2:12][CH2:13][C:14]([OH:16])=[O:15])=[O:7])([CH3:4])([CH3:3])[CH3:2].[F-].C([N+](CCCC)(CCCC)CCCC)CCC. Product: [C:1]([O:5][C:6]([N:8]1[CH:18]=[CH:17][C:10]([CH2:11][CH2:12][CH2:13][C:14]([OH:16])=[O:15])=[N:9]1)=[O:7])([CH3:4])([CH3:3])[CH3:2]. The catalyst class is: 1. (3) Reactant: [ClH:1].O1CCOCC1.[F:8][C:9]1[CH:10]=[C:11]([CH:44]=[CH:45][CH:46]=1)[CH2:12][O:13][C:14]1[CH:43]=[CH:42][C:17]([O:18][CH:19]2[CH2:24][CH2:23][N:22]([C:25]([O:27][C:28]3[CH:29]=[N:30][CH:31]=[C:32]([NH:34]C(OC(C)(C)C)=O)[CH:33]=3)=[O:26])[CH2:21][CH2:20]2)=[CH:16][CH:15]=1. Product: [ClH:1].[F:8][C:9]1[CH:10]=[C:11]([CH:44]=[CH:45][CH:46]=1)[CH2:12][O:13][C:14]1[CH:43]=[CH:42][C:17]([O:18][C:19]2[CH:20]=[CH:21][N:22]([C:25]([O:27][CH:28]3[CH2:33][CH:32]([NH2:34])[CH2:31][NH:30][CH2:29]3)=[O:26])[CH2:23][CH:24]=2)=[CH:16][CH:15]=1. The catalyst class is: 1. (4) Reactant: [O:1]1[CH2:6][CH2:5][CH2:4][CH2:3][CH:2]1[N:7]1[CH:11]=[C:10](B2OC(C)(C)C(C)(C)O2)[CH:9]=[N:8]1.Br[C:22]1[CH:23]=[C:24]2[C:29](=[CH:30][CH:31]=1)[N:28]([CH2:32][CH:33]1[CH2:38][CH2:37][N:36]([C:39]([O:41][CH2:42][C:43]3[CH:48]=[CH:47][CH:46]=[CH:45][CH:44]=3)=[O:40])[CH2:35][CH2:34]1)[CH2:27][CH2:26][CH2:25]2.C(=O)([O-])[O-].[K+].[K+].ClCCl. Product: [O:1]1[CH2:6][CH2:5][CH2:4][CH2:3][CH:2]1[N:7]1[CH:11]=[C:10]([C:22]2[CH:23]=[C:24]3[C:29](=[CH:30][CH:31]=2)[N:28]([CH2:32][CH:33]2[CH2:38][CH2:37][N:36]([C:39]([O:41][CH2:42][C:43]4[CH:48]=[CH:47][CH:46]=[CH:45][CH:44]=4)=[O:40])[CH2:35][CH2:34]2)[CH2:27][CH2:26][CH2:25]3)[CH:9]=[N:8]1. The catalyst class is: 18. (5) Reactant: [C:1]([CH:4]1[CH2:9][CH2:8][N:7]([C:10]2[N:19]=[C:18]([NH:20][CH2:21][C:22]3[CH:27]=[CH:26][C:25]4[O:28][CH2:29][O:30][C:24]=4[CH:23]=3)[C:17]3[C:12](=[CH:13][CH:14]=[C:15]([Cl:31])[CH:16]=3)[N:11]=2)[CH2:6][CH2:5]1)([OH:3])=[O:2].Cl. Product: [ClH:31].[C:1]([CH:4]1[CH2:9][CH2:8][N:7]([C:10]2[N:19]=[C:18]([NH:20][CH2:21][C:22]3[CH:27]=[CH:26][C:25]4[O:28][CH2:29][O:30][C:24]=4[CH:23]=3)[C:17]3[C:12](=[CH:13][CH:14]=[C:15]([Cl:31])[CH:16]=3)[N:11]=2)[CH2:6][CH2:5]1)([OH:3])=[O:2]. The catalyst class is: 214. (6) Reactant: [CH3:1][O:2][C:3]([C:5]1[O:6][C:7]([CH3:27])=[C:8]([CH2:10][O:11][C:12]2[CH:17]=[CH:16][C:15](B3OC(C)(C)C(C)(C)O3)=[CH:14][CH:13]=2)[CH:9]=1)=[O:4].C(=O)([O-])[O-].[Cs+].[Cs+].I[C:35]1[CH:40]=[CH:39][C:38]([O:41][CH3:42])=[CH:37][N:36]=1.O=O.Cl. The catalyst class is: 75. Product: [CH3:1][O:2][C:3]([C:5]1[O:6][C:7]([CH3:27])=[C:8]([CH2:10][O:11][C:12]2[CH:13]=[CH:14][C:15]([C:35]3[CH:40]=[CH:39][C:38]([O:41][CH3:42])=[CH:37][N:36]=3)=[CH:16][CH:17]=2)[CH:9]=1)=[O:4]. (7) Reactant: [CH3:1][C:2]1[N:3]=[CH:4][C:5]([NH:8][C:9](=[O:31])[C:10]2[CH:15]=[C:14]([O:16][CH:17]3[CH2:22][CH2:21][O:20][CH2:19][CH2:18]3)[CH:13]=[C:12]([O:23]CC3C=CC=CC=3)[CH:11]=2)=[N:6][CH:7]=1. Product: [OH:23][C:12]1[CH:11]=[C:10]([CH:15]=[C:14]([O:16][CH:17]2[CH2:22][CH2:21][O:20][CH2:19][CH2:18]2)[CH:13]=1)[C:9]([NH:8][C:5]1[CH:4]=[N:3][C:2]([CH3:1])=[CH:7][N:6]=1)=[O:31]. The catalyst class is: 29.